This data is from Full USPTO retrosynthesis dataset with 1.9M reactions from patents (1976-2016). The task is: Predict the reactants needed to synthesize the given product. (1) Given the product [F:1][C:2]1[CH:10]=[C:6]([C:7]([O:9][CH2:15][CH3:16])=[O:8])[C:5]([OH:11])=[CH:4][CH:3]=1, predict the reactants needed to synthesize it. The reactants are: [F:1][C:2]1[CH:3]=[CH:4][C:5]([OH:11])=[C:6]([CH:10]=1)[C:7]([OH:9])=[O:8].Cl.CN(C)[CH2:15][CH2:16]CN=C=N.O.ON1C2C=CC=CC=2N=N1.C(O)C. (2) Given the product [NH2:12][C:13]1[N:14]=[CH:15][C:16]([C:28]2[N:32]([CH3:2])[N:31]=[C:30]([CH:33]3[CH2:38][CH2:37][N:36]([C:39]([O:41][C:42]([CH3:45])([CH3:44])[CH3:43])=[O:40])[CH2:35][CH2:34]3)[N:29]=2)=[N:17][C:18]=1[C:19]1[O:20][C:21]([C:24]([CH3:26])([CH3:27])[CH3:25])=[N:22][N:23]=1, predict the reactants needed to synthesize it. The reactants are: N12CCCN=C1CCCC[CH2:2]2.[NH2:12][C:13]1[N:14]=[CH:15][C:16]([C:28]2[NH:32][N:31]=[C:30]([CH:33]3[CH2:38][CH2:37][N:36]([C:39]([O:41][C:42]([CH3:45])([CH3:44])[CH3:43])=[O:40])[CH2:35][CH2:34]3)[N:29]=2)=[N:17][C:18]=1[C:19]1[O:20][C:21]([C:24]([CH3:27])([CH3:26])[CH3:25])=[N:22][N:23]=1.C.IC. (3) Given the product [Br:22][C:18]1[CH:19]=[C:20]([CH3:21])[C:15]([C:12]2[CH2:13][CH2:14][CH:9]([NH:7][CH3:6])[CH2:10][CH:11]=2)=[N:16][CH:17]=1, predict the reactants needed to synthesize it. The reactants are: C(O[C:6](=O)[N:7]([CH:9]1[CH2:14][CH2:13][C:12]([C:15]2[C:20]([CH3:21])=[CH:19][C:18]([Br:22])=[CH:17][N:16]=2)=[CH:11][CH2:10]1)C)(C)(C)C.FC(F)(F)C(O)=O.C(=O)([O-])O.[Na+]. (4) Given the product [Br:8][C:6]1[CH:5]=[N:4][CH:3]=[C:2]([C:11]#[C:12][CH3:13])[CH:7]=1, predict the reactants needed to synthesize it. The reactants are: Br[C:2]1[CH:3]=[N:4][CH:5]=[C:6]([Br:8])[CH:7]=1.C[Si](C)(C)[C:11]#[C:12][CH3:13].C(N(CC)CC)C.[F-].C([N+](CCCC)(CCCC)CCCC)CCC.